Dataset: TCR-epitope binding with 47,182 pairs between 192 epitopes and 23,139 TCRs. Task: Binary Classification. Given a T-cell receptor sequence (or CDR3 region) and an epitope sequence, predict whether binding occurs between them. The epitope is TTLPVNVAF. The TCR CDR3 sequence is CASSLSTTGELFF. Result: 0 (the TCR does not bind to the epitope).